Dataset: Reaction yield outcomes from USPTO patents with 853,638 reactions. Task: Predict the reaction yield, written as a fraction of the theoretical maximum amount of product (1.0 means a 100% yield; for example, 0.34 means a 34% yield). (1) The reactants are C1(P(C2C=CC=CC=2)C2C=CC=CC=2)C=CC=CC=1.N(C(OC(C)C)=O)=NC(OC(C)C)=O.[OH:34][C:35]1[CH:44]=[C:43]2[C:38]([C:39]([O:45][C:46]3[CH:47]=[C:48]4[C:52](=[CH:53][CH:54]=3)[NH:51][C:50]([CH3:55])=[CH:49]4)=[N:40][CH:41]=[N:42]2)=[CH:37][C:36]=1[O:56][CH3:57].[CH3:58][N:59]([CH3:63])[CH2:60][CH2:61]O. The catalyst is C(Cl)Cl. The product is [CH3:58][N:59]([CH2:60][CH2:61][O:34][C:35]1[CH:44]=[C:43]2[C:38]([C:39]([O:45][C:46]3[CH:47]=[C:48]4[C:52](=[CH:53][CH:54]=3)[NH:51][C:50]([CH3:55])=[CH:49]4)=[N:40][CH:41]=[N:42]2)=[CH:37][C:36]=1[O:56][CH3:57])[CH3:63]. The yield is 0.380. (2) The reactants are [Br:1][C:2]1[CH:3]=[CH:4][C:5]([N+:24]([O-])=O)=[C:6]([NH:8][CH:9]2[CH2:14][CH2:13][N:12]([C@H:15]3[CH2:20][CH2:19][C@H:18]([O:21][CH2:22][CH3:23])[CH2:17][CH2:16]3)[CH2:11][CH2:10]2)[CH:7]=1.O.NN. The catalyst is C(O)C.[Ni]. The product is [Br:1][C:2]1[CH:7]=[C:6]([NH:8][CH:9]2[CH2:14][CH2:13][N:12]([C@H:15]3[CH2:20][CH2:19][C@H:18]([O:21][CH2:22][CH3:23])[CH2:17][CH2:16]3)[CH2:11][CH2:10]2)[C:5]([NH2:24])=[CH:4][CH:3]=1. The yield is 0.990. (3) The reactants are Cl.CN(C)CCCN=C=NCC.[C:13]1([S:23]([NH2:26])(=[O:25])=[O:24])[C:14]([S:19]([NH2:22])(=[O:21])=[O:20])=[CH:15][CH:16]=[CH:17][CH:18]=1.[Br:27][C:28]1[CH:36]=[CH:35][C:31]([C:32](O)=[O:33])=[CH:30][C:29]=1[O:37][CH:38]([CH3:40])[CH3:39].O. The catalyst is CN(C)C1C=CN=CC=1.CN(C)C=O.C(OCC)(=O)C. The product is [Br:27][C:28]1[CH:36]=[CH:35][C:31]([C:32]([NH:22][S:19]([C:14]2[CH:15]=[CH:16][CH:17]=[CH:18][C:13]=2[S:23](=[O:25])(=[O:24])[NH2:26])(=[O:21])=[O:20])=[O:33])=[CH:30][C:29]=1[O:37][CH:38]([CH3:40])[CH3:39]. The yield is 1.18. (4) The reactants are [F:1][C:2]1[CH:7]=[C:6](I)[CH:5]=[CH:4][C:3]=1[NH2:9].[CH3:10][O:11][CH2:12][CH2:13][OH:14].C(=O)([O-])[O-].[Cs+].[Cs+]. The catalyst is [Cu]I. The product is [F:1][C:2]1[CH:7]=[C:6]([O:14][CH2:13][CH2:12][O:11][CH3:10])[CH:5]=[CH:4][C:3]=1[NH2:9]. The yield is 0.410.